From a dataset of Reaction yield outcomes from USPTO patents with 853,638 reactions. Predict the reaction yield, written as a fraction of the theoretical maximum amount of product (1.0 means a 100% yield; for example, 0.34 means a 34% yield). (1) The reactants are [C:1]([O:5][C:6]([N:8]1[CH2:13][CH2:12][N:11]([C:14]([O:16][C:17]([CH3:20])([CH3:19])[CH3:18])=[O:15])[CH2:10][C@@H:9]1[C:21](=[O:26])N(OC)C)=[O:7])([CH3:4])([CH3:3])[CH3:2].[C:27]1([Mg]Cl)[CH:32]=[CH:31][CH:30]=[CH:29][CH:28]=1. The catalyst is C1COCC1. The product is [C:1]([O:5][C:6]([N:8]1[CH2:13][CH2:12][N:11]([C:14]([O:16][C:17]([CH3:20])([CH3:19])[CH3:18])=[O:15])[CH2:10][C@@H:9]1[C:21](=[O:26])[C:27]1[CH:32]=[CH:31][CH:30]=[CH:29][CH:28]=1)=[O:7])([CH3:3])([CH3:2])[CH3:4]. The yield is 0.800. (2) The reactants are [N+:1]([C:4]1[CH:5]=[C:6]2[C:10](=[CH:11][CH:12]=1)[NH:9][CH:8]=[CH:7]2)([O-:3])=[O:2].[C:13](O[C:13]([O:15][C:16]([CH3:19])([CH3:18])[CH3:17])=[O:14])([O:15][C:16]([CH3:19])([CH3:18])[CH3:17])=[O:14]. The catalyst is CN(C1C=CN=CC=1)C.C1COCC1. The product is [C:16]([O:15][C:13]([N:9]1[C:10]2[C:6](=[CH:5][C:4]([N+:1]([O-:3])=[O:2])=[CH:12][CH:11]=2)[CH:7]=[CH:8]1)=[O:14])([CH3:19])([CH3:18])[CH3:17]. The yield is 0.780.